From a dataset of B-cell epitopes from IEDB database with 3,159 antigens for binding position prediction. Token-level Classification. Given an antigen amino acid sequence, predict which amino acid positions are active epitope sites capable of antibody binding. Output is a list of indices for active positions. Given the antigen sequence: MSRAKVGINGFGRIGRLVLRAAFLKNTVDVVSVNDPFIDLEYMVYMIKRDSTHGTFPGEVSTENGKLKVNGKLISVHCERDPANIPWDKDGAEYVVESTGVFTTIDKAQAHIKNNRAKKVIISAPSADAPMFVVGVNENSYEKSMSVVSNASCTTNCLAPLAKVIHDKFEIVEGLMTTVHSFTATQKVVDGPSSKLWRDGRGAMQNIIPASTGAAKAVGKVIPALNGKLTGMAFRVPTPDVSVVDLTCRLGKGASYEEIKAAVKAAASGPLKGILEYTEDEVVSSDFVGSTSSSIFDAKAGISLNNNFVKLVSWYDNEFGYSCRVVDLITHMHKVDHA, which amino acid positions are active epitope sites? The epitope positions are: [328, 329, 330, 331, 332, 333, 334, 335, 336, 337]. The amino acids at these positions are: ITHMHKVDHA.